Dataset: Peptide-MHC class I binding affinity with 185,985 pairs from IEDB/IMGT. Task: Regression. Given a peptide amino acid sequence and an MHC pseudo amino acid sequence, predict their binding affinity value. This is MHC class I binding data. (1) The peptide sequence is MMWIPGWFG. The MHC is HLA-A80:01 with pseudo-sequence HLA-A80:01. The binding affinity (normalized) is 0.0847. (2) The peptide sequence is YLVAYKATV. The MHC is HLA-A02:02 with pseudo-sequence HLA-A02:02. The binding affinity (normalized) is 0.550. (3) The peptide sequence is NHYLCLNCL. The MHC is HLA-B57:01 with pseudo-sequence HLA-B57:01. The binding affinity (normalized) is 0.0847. (4) The peptide sequence is CQPEKAKKETV. The MHC is Mamu-A01 with pseudo-sequence Mamu-A01. The binding affinity (normalized) is 0. (5) The peptide sequence is RTSKAALER. The MHC is HLA-B35:01 with pseudo-sequence HLA-B35:01. The binding affinity (normalized) is 0. (6) The peptide sequence is LVGLLSNAAS. The MHC is HLA-A02:01 with pseudo-sequence HLA-A02:01. The binding affinity (normalized) is 0.138. (7) The peptide sequence is FVDGVPFVV. The MHC is HLA-A02:01 with pseudo-sequence HLA-A02:01. The binding affinity (normalized) is 0.746. (8) The peptide sequence is ITNTKSDNII. The MHC is HLA-A68:02 with pseudo-sequence HLA-A68:02. The binding affinity (normalized) is 0.142. (9) The peptide sequence is RLKTATYTF. The binding affinity (normalized) is 0.0847. The MHC is HLA-B40:01 with pseudo-sequence HLA-B40:01.